Dataset: Full USPTO retrosynthesis dataset with 1.9M reactions from patents (1976-2016). Task: Predict the reactants needed to synthesize the given product. (1) Given the product [C:23]([C:7]1[C:8]2[C:13](=[CH:12][CH:11]=[C:10]([O:16][C:17]3[CH:22]=[CH:21][CH:20]=[CH:19][CH:18]=3)[CH:9]=2)[C:14]([OH:15])=[C:5]([C:3]([NH:25][C@H:26]([CH3:31])[CH2:27][C:28]([OH:30])=[O:29])=[O:4])[N:6]=1)#[N:24], predict the reactants needed to synthesize it. The reactants are: CO[C:3]([C:5]1[N:6]=[C:7]([C:23]#[N:24])[C:8]2[C:13]([C:14]=1[OH:15])=[CH:12][CH:11]=[C:10]([O:16][C:17]1[CH:22]=[CH:21][CH:20]=[CH:19][CH:18]=1)[CH:9]=2)=[O:4].[NH2:25][C@H:26]([CH3:31])[CH2:27][C:28]([OH:30])=[O:29].C[O-].[Na+].Cl. (2) Given the product [F:17][C:18]1[CH:23]=[CH:22][CH:21]=[CH:20][C:19]=1[N:24]1[CH:28]=[CH:27][C:26]([O:29][CH2:2][C:3]2[C:8]([CH3:9])=[CH:7][CH:6]=[CH:5][C:4]=2[N:10]2[C:14](=[O:15])[N:13]([CH3:16])[N:12]=[N:11]2)=[N:25]1, predict the reactants needed to synthesize it. The reactants are: Br[CH2:2][C:3]1[C:8]([CH3:9])=[CH:7][CH:6]=[CH:5][C:4]=1[N:10]1[C:14](=[O:15])[N:13]([CH3:16])[N:12]=[N:11]1.[F:17][C:18]1[CH:23]=[CH:22][CH:21]=[CH:20][C:19]=1[N:24]1[CH:28]=[CH:27][C:26]([OH:29])=[N:25]1.C(=O)([O-])[O-].[K+].[K+].C(#N)C. (3) Given the product [C:1]12([C:11]3[CH:12]=[C:13]([C:19]4[CH:20]=[C:21]([CH:33]5[S:27][C:28]([N:34]6[CH2:39][CH2:38][O:37][CH2:36][CH2:35]6)=[N:30][C:31]5=[O:32])[CH:22]=[N:23][CH:24]=4)[CH:14]=[C:15]([F:18])[C:16]=3[OH:17])[CH2:10][CH:5]3[CH2:4][CH:3]([CH2:9][CH:7]([CH2:6]3)[CH2:8]1)[CH2:2]2, predict the reactants needed to synthesize it. The reactants are: [C:1]12([C:11]3[CH:12]=[C:13]([C:19]4[CH:20]=[C:21](C=O)[CH:22]=[N:23][CH:24]=4)[CH:14]=[C:15]([F:18])[C:16]=3[OH:17])[CH2:10][CH:5]3[CH2:6][CH:7]([CH2:9][CH:3]([CH2:4]3)[CH2:2]1)[CH2:8]2.[S:27]1[CH2:33][C:31](=[O:32])[NH:30][C:28]1=S.[NH:34]1[CH2:39][CH2:38][O:37][CH2:36][CH2:35]1.